This data is from Full USPTO retrosynthesis dataset with 1.9M reactions from patents (1976-2016). The task is: Predict the reactants needed to synthesize the given product. (1) Given the product [NH2:1][CH:2]([CH2:3][CH:4]([CH3:6])[CH3:5])[C:7]([O:9][CH2:21][CH2:20][CH2:19][CH2:18][CH2:17][CH2:16][CH2:15][CH2:14][CH2:13][CH2:12][CH2:11][CH3:10])=[O:8], predict the reactants needed to synthesize it. The reactants are: [NH2:1][CH:2]([C:7]([OH:9])=[O:8])[CH2:3][CH:4]([CH3:6])[CH3:5].[CH2:10](O)[CH2:11][CH2:12][CH2:13][CH2:14][CH2:15][CH2:16][CH2:17][CH2:18][CH2:19][CH2:20][CH3:21].CC1C=CC(S(O)(=O)=O)=CC=1. (2) Given the product [CH2:1]([O:8][C:9]1[CH:25]=[CH:24][CH:23]=[CH:22][C:10]=1[CH2:11][S:12][C:13]1[CH:21]=[CH:20][C:16]([C:17]([Cl:29])=[O:18])=[CH:15][CH:14]=1)[C:2]1[CH:7]=[CH:6][CH:5]=[CH:4][CH:3]=1, predict the reactants needed to synthesize it. The reactants are: [CH2:1]([O:8][C:9]1[CH:25]=[CH:24][CH:23]=[CH:22][C:10]=1[CH2:11][S:12][C:13]1[CH:21]=[CH:20][C:16]([C:17](O)=[O:18])=[CH:15][CH:14]=1)[C:2]1[CH:7]=[CH:6][CH:5]=[CH:4][CH:3]=1.C(Cl)(=O)C([Cl:29])=O.